This data is from Reaction yield outcomes from USPTO patents with 853,638 reactions. The task is: Predict the reaction yield, written as a fraction of the theoretical maximum amount of product (1.0 means a 100% yield; for example, 0.34 means a 34% yield). (1) The reactants are Br[C:2]1[C:15]2[C:10](=[CH:11][CH:12]=[CH:13][CH:14]=2)[C:9]([C:16]2[C:25]3[C:20](=[CH:21][CH:22]=[CH:23][CH:24]=3)[C:19]([C:26]3[S:27][CH:28]=[CH:29][CH:30]=3)=[CH:18][CH:17]=2)=[C:8]2[C:3]=1[CH:4]=[CH:5][CH:6]=[CH:7]2.[CH3:31][C:32]1([CH3:66])[C:56]2[C:36]([CH:37]=[C:38]3[CH:55]=[C:54]4[C:41]([C:42]5[C:47]([C:48]6[C:53]4=[CH:52][CH:51]=[CH:50][CH:49]=6)=[CH:46][CH:45]=[CH:44][CH:43]=5)=[CH:40][C:39]3=2)=[CH:35][C:34](B2OC(C)(C)C(C)(C)O2)=[CH:33]1.C([O-])([O-])=O.[Na+].[Na+].CCO. The catalyst is C1C=CC([P]([Pd]([P](C2C=CC=CC=2)(C2C=CC=CC=2)C2C=CC=CC=2)([P](C2C=CC=CC=2)(C2C=CC=CC=2)C2C=CC=CC=2)[P](C2C=CC=CC=2)(C2C=CC=CC=2)C2C=CC=CC=2)(C2C=CC=CC=2)C2C=CC=CC=2)=CC=1.CO.C1(C)C=CC=CC=1. The product is [CH3:66][C:32]1([CH3:31])[C:56]2[C:36]([CH:37]=[C:38]3[C:39]=2[CH:40]=[C:41]2[C:54]([C:53]4[CH:52]=[CH:51][CH:50]=[CH:49][C:48]=4[C:47]4[CH:46]=[CH:45][CH:44]=[CH:43][C:42]=42)=[CH:55]3)=[CH:35][C:34]([C:2]2[C:15]3[C:10](=[CH:11][CH:12]=[CH:13][CH:14]=3)[C:9]([C:16]3[C:25]4[C:20](=[CH:21][CH:22]=[CH:23][CH:24]=4)[C:19]([C:26]4[S:27][CH:28]=[CH:29][CH:30]=4)=[CH:18][CH:17]=3)=[C:8]3[C:3]=2[CH:4]=[CH:5][CH:6]=[CH:7]3)=[CH:33]1. The yield is 0.630. (2) The reactants are [N+:1]([C:4]1[CH:5]=[C:6]([CH:16]=[CH:17][CH:18]=1)[CH2:7][S:8][C:9]1[CH:15]=[CH:14][CH:13]=[CH:12][C:10]=1[NH2:11])([O-:3])=[O:2].[O:19]1[C:23]2[CH:24]=[CH:25][CH:26]=[CH:27][C:22]=2[CH:21]=[C:20]1[S:28](Cl)(=[O:30])=[O:29]. The catalyst is N1C=CC=CC=1. The product is [N+:1]([C:4]1[CH:5]=[C:6]([CH:16]=[CH:17][CH:18]=1)[CH2:7][S:8][C:9]1[CH:15]=[CH:14][CH:13]=[CH:12][C:10]=1[NH:11][S:28]([C:20]1[O:19][C:23]2[CH:24]=[CH:25][CH:26]=[CH:27][C:22]=2[CH:21]=1)(=[O:29])=[O:30])([O-:3])=[O:2]. The yield is 0.410. (3) The reactants are [CH3:1][O:2][C:3]([C:5]1[CH:6]=[C:7]([C:24]2[CH:29]=[CH:28][CH:27]=[CH:26][CH:25]=2)[C:8]([O:17]COCCOC)=[C:9]([C:11]2[CH:16]=[CH:15][CH:14]=[CH:13][CH:12]=2)[CH:10]=1)=[O:4].FC(F)(F)C(O)=O. The catalyst is C(Cl)Cl.CCOCC. The product is [CH3:1][O:2][C:3]([C:5]1[CH:10]=[C:9]([C:11]2[CH:16]=[CH:15][CH:14]=[CH:13][CH:12]=2)[C:8]([OH:17])=[C:7]([C:24]2[CH:29]=[CH:28][CH:27]=[CH:26][CH:25]=2)[CH:6]=1)=[O:4]. The yield is 0.990. (4) The reactants are [C:1]([O:4][C@H:5]1[CH2:9][C@H:8]([N:10]2[C:14]3[N:15]=[CH:16][N:17]=[C:18]([NH:19][C@@H:20]4[C:28]5[C:23](=[CH:24][CH:25]=[CH:26][CH:27]=5)[CH2:22][CH2:21]4)[C:13]=3[CH:12]=[CH:11]2)[CH2:7][C@H:6]1[CH2:29][O:30][Si](C(C)(C)C)(C)C)(=[O:3])[CH3:2].N1C=CC=CC=1.F.N1C=CC=CC=1.C(=O)(O)[O-].[Na+]. The catalyst is C1COCC1. The product is [C:1]([O:4][C@H:5]1[CH2:9][C@H:8]([N:10]2[C:14]3[N:15]=[CH:16][N:17]=[C:18]([NH:19][C@@H:20]4[C:28]5[C:23](=[CH:24][CH:25]=[CH:26][CH:27]=5)[CH2:22][CH2:21]4)[C:13]=3[CH:12]=[CH:11]2)[CH2:7][C@H:6]1[CH2:29][OH:30])(=[O:3])[CH3:2]. The yield is 0.800. (5) The reactants are [NH2:1][C:2]1[CH:9]=[CH:8][C:5]([C:6]#[N:7])=[CH:4][CH:3]=1.Cl[CH2:11][C:12]([O-:14])=[O:13].[Na+]. The catalyst is O. The product is [C:6]([C:5]1[CH:8]=[CH:9][C:2]([NH:1][CH2:11][C:12]([OH:14])=[O:13])=[CH:3][CH:4]=1)#[N:7]. The yield is 0.732. (6) The reactants are [F:1][C:2]1[CH:3]=[C:4]([C:25]2[CH:26]=[CH:27][C:28]([C:31](O)=[O:32])=[N:29][CH:30]=2)[CH:5]=[CH:6][C:7]=1[O:8][CH2:9][CH:10]1[CH2:15][CH2:14][N:13]([CH2:16][C:17]2([C:21]([F:24])([F:23])[F:22])[CH2:20][CH2:19][CH2:18]2)[CH2:12][CH2:11]1.C(Cl)CCl.C1C=CC2N(O)N=NC=2C=1.CCN(C(C)C)C(C)C.[NH:57]1[CH2:61][CH2:60][CH2:59][C@H:58]1[C:62]([NH2:64])=[O:63]. The catalyst is C(Cl)Cl.O. The product is [F:1][C:2]1[CH:3]=[C:4]([C:25]2[CH:26]=[CH:27][C:28]([C:31]([N:57]3[CH2:61][CH2:60][CH2:59][C@H:58]3[C:62]([NH2:64])=[O:63])=[O:32])=[N:29][CH:30]=2)[CH:5]=[CH:6][C:7]=1[O:8][CH2:9][CH:10]1[CH2:11][CH2:12][N:13]([CH2:16][C:17]2([C:21]([F:24])([F:22])[F:23])[CH2:20][CH2:19][CH2:18]2)[CH2:14][CH2:15]1. The yield is 0.640. (7) The reactants are [Br:1][C:2]1[NH:6][CH:5]=[C:4]([CH:7]=[O:8])[CH:3]=1.[H-].[Na+].[C:11]1([S:17](Cl)(=[O:19])=[O:18])[CH:16]=[CH:15][CH:14]=[CH:13][CH:12]=1. The catalyst is O1CCCC1.O. The product is [Br:1][C:2]1[N:6]([S:17]([C:11]2[CH:16]=[CH:15][CH:14]=[CH:13][CH:12]=2)(=[O:19])=[O:18])[CH:5]=[C:4]([CH:7]=[O:8])[CH:3]=1. The yield is 0.850. (8) The reactants are [CH2:1]([C@H:8]([NH:29][C:30](=[O:70])[C@@H:31]([N:36]1[CH2:40][CH2:39][N:38]([CH2:41][C:42]2[CH:47]=[CH:46][CH:45]=[C:44]([CH2:48][O:49]C(C3C=CC=CC=3)(C3C=CC=CC=3)C3C=CC=CC=3)[N:43]=2)[C:37]1=[O:69])[C@@H:32]([CH3:35])[CH2:33][CH3:34])[C@H:9]([OH:28])[CH2:10][N:11]([S:16]([C:19]1[CH:24]=[CH:23][C:22](/[CH:25]=[N:26]/[OH:27])=[CH:21][CH:20]=1)(=[O:18])=[O:17])[CH2:12][CH:13]([CH3:15])[CH3:14])[C:2]1[CH:7]=[CH:6][CH:5]=[CH:4][CH:3]=1.ClCCl.Cl. The catalyst is CO. The product is [CH2:1]([C@H:8]([NH:29][C:30](=[O:70])[C@@H:31]([N:36]1[CH2:40][CH2:39][N:38]([CH2:41][C:42]2[CH:47]=[CH:46][CH:45]=[C:44]([CH2:48][OH:49])[N:43]=2)[C:37]1=[O:69])[C@@H:32]([CH3:35])[CH2:33][CH3:34])[C@H:9]([OH:28])[CH2:10][N:11]([S:16]([C:19]1[CH:20]=[CH:21][C:22](/[CH:25]=[N:26]/[OH:27])=[CH:23][CH:24]=1)(=[O:18])=[O:17])[CH2:12][CH:13]([CH3:14])[CH3:15])[C:2]1[CH:3]=[CH:4][CH:5]=[CH:6][CH:7]=1. The yield is 0.560.